This data is from Full USPTO retrosynthesis dataset with 1.9M reactions from patents (1976-2016). The task is: Predict the reactants needed to synthesize the given product. (1) Given the product [CH3:1][O:2][C:3]1[CH:4]=[CH:5][C:6]([C:9]2[C:14]([CH2:15][OH:16])=[CH:13][N:12]=[CH:11][N:10]=2)=[CH:7][CH:8]=1, predict the reactants needed to synthesize it. The reactants are: [CH3:1][O:2][C:3]1[CH:8]=[CH:7][C:6]([C:9]2[C:14]([CH2:15][OH:16])=[CH:13][N:12]=[C:11](SC)[N:10]=2)=[CH:5][CH:4]=1. (2) Given the product [NH:3]1[C:4]2([CH2:12][CH2:11][NH:10][CH2:9][CH2:8]2)[C:5](=[O:7])[NH:6][C:2]1=[O:1], predict the reactants needed to synthesize it. The reactants are: [O:1]=[C:2]1[NH:6][C:5](=[O:7])[C:4]2([CH2:12][CH2:11][N:10](C(OCC3C=CC=CC=3)=O)[CH2:9][CH2:8]2)[NH:3]1.C(OC(N1CCCCC1=O)=O)C1C=CC=CC=1.[H][H].N1CC(=O)NC1=O. (3) The reactants are: [N:1]1[CH:6]=[CH:5][C:4](/[CH:7]=[CH:8]/[C:9]2[C:17]3[C:12](=[CH:13][C:14](/[CH:18]=[C:19]4/[C:20](=[O:28])[NH:21][C:22]5[C:27]/4=[CH:26][CH:25]=[CH:24][CH:23]=5)=[CH:15][CH:16]=3)[NH:11][N:10]=2)=[CH:3][CH:2]=1.[CH3:29]C1C=C2C(=CC=1)NC(=O)C2. Given the product [CH3:29][C:25]1[CH:26]=[C:27]2[C:22](=[CH:23][CH:24]=1)[NH:21][C:20](=[O:28])/[C:19]/2=[CH:18]/[C:14]1[CH:13]=[C:12]2[C:17]([C:9](/[CH:8]=[CH:7]/[C:4]3[CH:5]=[CH:6][N:1]=[CH:2][CH:3]=3)=[N:10][NH:11]2)=[CH:16][CH:15]=1, predict the reactants needed to synthesize it. (4) Given the product [OH:12][C:4]1[CH:5]=[C:6]([C:7]([OH:9])=[O:8])[CH:10]=[CH:11][C:3]=1[C:1]1[S:33][CH2:32][C@H:31]([C:34]([OH:36])=[O:35])[N:30]=1, predict the reactants needed to synthesize it. The reactants are: [CH:1]([C:3]1[CH:11]=[CH:10][C:6]([C:7]([OH:9])=[O:8])=[CH:5][C:4]=1[OH:12])=O.C(C1C=CC(C(O)=O)=CC=1O)#N.[N+](CC)([O-])=O.[NH2:30][C@@H:31]([C:34]([OH:36])=[O:35])[CH2:32][SH:33]. (5) Given the product [CH3:8][N:10]([CH3:12])/[CH:11]=[CH:2]/[C:1]([C:4]1[CH:14]=[CH:13][C:7]([C:8]([N:10]([CH3:11])[CH3:12])=[O:9])=[CH:6][CH:5]=1)=[O:3], predict the reactants needed to synthesize it. The reactants are: [C:1]([C:4]1[CH:14]=[CH:13][C:7]([C:8]([N:10]([CH3:12])[CH3:11])=[O:9])=[CH:6][CH:5]=1)(=[O:3])[CH3:2].